The task is: Predict the reaction yield, written as a fraction of the theoretical maximum amount of product (1.0 means a 100% yield; for example, 0.34 means a 34% yield).. This data is from Reaction yield outcomes from USPTO patents with 853,638 reactions. The reactants are [NH:1]1[CH:5]=[CH:4][N:3]=[CH:2]1.N1C=CC=CC=1.[CH2:12]1[O:20][CH:13]1[C:14]1[CH:19]=[CH:18][CH:17]=[CH:16][CH:15]=1. The catalyst is C(O)C. The product is [NH:1]1[CH:5]=[CH:4][N:3]=[C:2]1[CH2:12][CH:13]([C:14]1[CH:19]=[CH:18][CH:17]=[CH:16][CH:15]=1)[OH:20]. The yield is 0.350.